Dataset: Peptide-MHC class I binding affinity with 185,985 pairs from IEDB/IMGT. Task: Regression. Given a peptide amino acid sequence and an MHC pseudo amino acid sequence, predict their binding affinity value. This is MHC class I binding data. (1) The peptide sequence is EGKDTPGGY. The MHC is HLA-A30:02 with pseudo-sequence HLA-A30:02. The binding affinity (normalized) is 0. (2) The peptide sequence is YQNEVTPEYI. The MHC is HLA-A02:06 with pseudo-sequence HLA-A02:06. The binding affinity (normalized) is 0.912. (3) The peptide sequence is AMITYITRK. The MHC is HLA-A02:03 with pseudo-sequence HLA-A02:03. The binding affinity (normalized) is 0.0847. (4) The peptide sequence is KTNDRKWCF. The MHC is HLA-B15:17 with pseudo-sequence HLA-B15:17. The binding affinity (normalized) is 0.696. (5) The binding affinity (normalized) is 0.0847. The peptide sequence is IYDFYYLDY. The MHC is HLA-A02:19 with pseudo-sequence HLA-A02:19. (6) The peptide sequence is LSAFSLHSY. The MHC is HLA-A01:01 with pseudo-sequence HLA-A01:01. The binding affinity (normalized) is 0.640. (7) The peptide sequence is YEDQLHRAS. The MHC is HLA-A26:01 with pseudo-sequence HLA-A26:01. The binding affinity (normalized) is 0.0847. (8) The binding affinity (normalized) is 0.728. The peptide sequence is LYEASTTYL. The MHC is HLA-A24:03 with pseudo-sequence HLA-A24:03.